This data is from Forward reaction prediction with 1.9M reactions from USPTO patents (1976-2016). The task is: Predict the product of the given reaction. (1) Given the reactants [Cl:1][C:2]1[C:3]([O:29][C:30]2[CH:35]=[CH:34][C:33]([C:36]3[CH:41]=[CH:40][CH:39]=[C:38]([C:42]#[N:43])[CH:37]=3)=[CH:32][C:31]=2[C:44]2[C:45]([N+:55]([O-:57])=[O:56])=[N:46][N:47](C3CCCCO3)[CH:48]=2)=[CH:4][C:5]([F:28])=[C:6]([S:8]([N:11](CC2C=CC(OC)=CC=2OC)[C:12]2[S:13][CH:14]=[N:15][N:16]=2)(=[O:10])=[O:9])[CH:7]=1.O1CCOCC1, predict the reaction product. The product is: [Cl:1][C:2]1[C:3]([O:29][C:30]2[CH:35]=[CH:34][C:33]([C:36]3[CH:41]=[CH:40][CH:39]=[C:38]([C:42]#[N:43])[CH:37]=3)=[CH:32][C:31]=2[C:44]2[C:45]([N+:55]([O-:57])=[O:56])=[N:46][NH:47][CH:48]=2)=[CH:4][C:5]([F:28])=[C:6]([S:8]([NH:11][C:12]2[S:13][CH:14]=[N:15][N:16]=2)(=[O:9])=[O:10])[CH:7]=1. (2) Given the reactants [CH3:1][C:2]1[N:7]=[CH:6][C:5]([N:8]2[CH:12]=[C:11]([C:13]3[N:14]=[CH:15][S:16][CH:17]=3)[N:10]=[C:9]2[C:18]2[CH:23]=[CH:22][C:21]([NH:24][C:25]3[C:30]([NH2:31])=[CH:29][CH:28]=[CH:27][N:26]=3)=[CH:20][CH:19]=2)=[CH:4][CH:3]=1.[C:32](O)([C:34]([F:37])([F:36])[F:35])=O, predict the reaction product. The product is: [F:35][C:34]([F:37])([F:36])[C:32]1[N:24]([C:21]2[CH:20]=[CH:19][C:18]([C:9]3[N:8]([C:5]4[CH:6]=[N:7][C:2]([CH3:1])=[CH:3][CH:4]=4)[CH:12]=[C:11]([C:13]4[N:14]=[CH:15][S:16][CH:17]=4)[N:10]=3)=[CH:23][CH:22]=2)[C:25]2=[N:26][CH:27]=[CH:28][CH:29]=[C:30]2[N:31]=1.